This data is from Forward reaction prediction with 1.9M reactions from USPTO patents (1976-2016). The task is: Predict the product of the given reaction. Given the reactants [Cl-].[Ba+2:2].[Cl-].[C:4]([O-:25])(=[O:24])[CH:5]=[CH:6][CH:7]=[CH:8][CH:9]=[CH:10][CH:11]=[CH:12][CH:13]=[CH:14][CH2:15][CH2:16][CH2:17][CH2:18][CH2:19][CH2:20][CH2:21][CH2:22][CH3:23].[Na+], predict the reaction product. The product is: [C:4]([O-:25])(=[O:24])[CH:5]=[CH:6][CH:7]=[CH:8][CH:9]=[CH:10][CH:11]=[CH:12][CH:13]=[CH:14][CH2:15][CH2:16][CH2:17][CH2:18][CH2:19][CH2:20][CH2:21][CH2:22][CH3:23].[Ba+2:2].[C:4]([O-:25])(=[O:24])[CH:5]=[CH:6][CH:7]=[CH:8][CH:9]=[CH:10][CH:11]=[CH:12][CH:13]=[CH:14][CH2:15][CH2:16][CH2:17][CH2:18][CH2:19][CH2:20][CH2:21][CH2:22][CH3:23].